Dataset: Catalyst prediction with 721,799 reactions and 888 catalyst types from USPTO. Task: Predict which catalyst facilitates the given reaction. (1) Reactant: [O:1]=[C:2]1[NH:6][C@@H:5]([C@@H:7]([CH3:18])[C:8]([O:10]CC2C=CC=CC=2)=[O:9])[CH2:4][O:3]1. Product: [O:1]=[C:2]1[NH:6][C@@H:5]([C@@H:7]([CH3:18])[C:8]([OH:10])=[O:9])[CH2:4][O:3]1. The catalyst class is: 123. (2) Reactant: [OH:1][C:2]1[CH:3]=[C:4]([CH:7]=[CH:8][CH:9]=1)[CH:5]=[O:6].[F:10][CH2:11][CH2:12]I.C([O-])([O-])=O.[K+].[K+]. Product: [F:10][CH2:11][CH2:12][O:1][C:2]1[CH:3]=[C:4]([CH:7]=[CH:8][CH:9]=1)[CH:5]=[O:6]. The catalyst class is: 3. (3) Reactant: C[O:2][C:3]([C:5]1[C:14]([NH:15][C:16]2[CH:21]=[CH:20][C:19]([Br:22])=[CH:18][C:17]=2[Cl:23])=[C:13]([Cl:24])[C:8]2[N:9]=[CH:10][N:11]([CH3:12])[C:7]=2[CH:6]=1)=[O:4].C1COCC1.O.[OH-].[Na+].Cl. Product: [Br:22][C:19]1[CH:20]=[CH:21][C:16]([NH:15][C:14]2[C:5]([C:3]([OH:4])=[O:2])=[CH:6][C:7]3[N:11]([CH3:12])[CH:10]=[N:9][C:8]=3[C:13]=2[Cl:24])=[C:17]([Cl:23])[CH:18]=1. The catalyst class is: 6. (4) Reactant: [CH2:1]([N:7]1[CH2:12][CH:11]2[CH:9]([C:10]2([CH:22]([CH3:24])[CH3:23])[C:13]2[CH:18]=[CH:17][CH:16]=[C:15]([N+:19]([O-])=O)[CH:14]=2)[CH2:8]1)[CH2:2][CH2:3][CH2:4][CH2:5][CH3:6].C(O)C.[Cl-].[Ca+2].[Cl-]. Product: [CH2:1]([N:7]1[CH2:12][CH:11]2[CH:9]([C:10]2([C:13]2[CH:14]=[C:15]([CH:16]=[CH:17][CH:18]=2)[NH2:19])[CH:22]([CH3:24])[CH3:23])[CH2:8]1)[CH2:2][CH2:3][CH2:4][CH2:5][CH3:6]. The catalyst class is: 693. (5) Reactant: [N:1]1([CH2:7][C:8]2[CH:9]=[C:10]3[C:15](=[CH:16][CH:17]=2)[CH:14]=[C:13]([NH:18]C(=O)OC(C)(C)C)[CH:12]=[CH:11]3)[CH2:6][CH2:5][CH2:4][CH2:3][CH2:2]1. Product: [N:1]1([CH2:7][C:8]2[CH:9]=[C:10]3[C:15](=[CH:16][CH:17]=2)[CH:14]=[C:13]([NH2:18])[CH:12]=[CH:11]3)[CH2:2][CH2:3][CH2:4][CH2:5][CH2:6]1. The catalyst class is: 55. (6) Reactant: O.[OH-].[Li+].C[O:5][C:6](=[O:37])[CH2:7][C:8]1[C:17]([CH3:18])=[C:16]([C:19]2[CH:24]=[CH:23][C:22]([S:25]([C:28]3[CH:33]=[C:32]([Cl:34])[CH:31]=[C:30]([Cl:35])[CH:29]=3)(=[O:27])=[O:26])=[CH:21][CH:20]=2)[C:15]2[C:10](=[CH:11][CH:12]=[C:13]([F:36])[CH:14]=2)[CH:9]=1. Product: [Cl:34][C:32]1[CH:33]=[C:28]([S:25]([C:22]2[CH:21]=[CH:20][C:19]([C:16]3[C:15]4[C:10](=[CH:11][CH:12]=[C:13]([F:36])[CH:14]=4)[CH:9]=[C:8]([CH2:7][C:6]([OH:37])=[O:5])[C:17]=3[CH3:18])=[CH:24][CH:23]=2)(=[O:27])=[O:26])[CH:29]=[C:30]([Cl:35])[CH:31]=1. The catalyst class is: 20. (7) The catalyst class is: 3. Product: [Br:1][C:2]1[C:3]([F:19])=[CH:4][C:5]([O:11][C:12]2[CH:13]=[N:14][C:15]([Cl:18])=[CH:16][CH:17]=2)=[C:6]([CH:10]=1)[C:7]([N:22]([CH2:23][CH3:24])[CH2:20][CH3:21])=[O:9]. Reactant: [Br:1][C:2]1[C:3]([F:19])=[CH:4][C:5]([O:11][C:12]2[CH:13]=[N:14][C:15]([Cl:18])=[CH:16][CH:17]=2)=[C:6]([CH:10]=1)[C:7]([OH:9])=O.[CH2:20]([NH:22][CH2:23][CH3:24])[CH3:21].